Task: Predict the reaction yield, written as a fraction of the theoretical maximum amount of product (1.0 means a 100% yield; for example, 0.34 means a 34% yield).. Dataset: Reaction yield outcomes from USPTO patents with 853,638 reactions The reactants are [CH3:1][C:2]1[C:3]([CH2:14][S:15]([C:17]2[NH:21][C:20]3[CH:22]=[CH:23][CH:24]=[CH:25][C:19]=3[N:18]=2)=[O:16])=[N:4][CH:5]=[CH:6][C:7]=1[O:8][CH2:9][C:10]([F:13])([F:12])[F:11].[H-].[Na+].[N+:28]([C:31]1[CH:32]=[C:33]([S:37]([CH2:40][CH2:41][O:42][C:43](=[O:65])[CH2:44][CH2:45][CH2:46][NH:47][C:48](=[O:64])[CH2:49][O:50][C:51]2[CH:56]=[CH:55][C:54]([S:57](Cl)(=[O:59])=[O:58])=[C:53]([CH:61]([CH3:63])[CH3:62])[CH:52]=2)(=[O:39])=[O:38])[CH:34]=[CH:35][CH:36]=1)([O-:30])=[O:29].O. The catalyst is C(Cl)Cl. The product is [N+:28]([C:31]1[CH:32]=[C:33]([S:37]([CH2:40][CH2:41][O:42][C:43](=[O:65])[CH2:44][CH2:45][CH2:46][NH:47][C:48](=[O:64])[CH2:49][O:50][C:51]2[CH:56]=[CH:55][C:54]([S:57]([N:21]3[C:20]4[CH:22]=[CH:23][CH:24]=[CH:25][C:19]=4[N:18]=[C:17]3[S:15]([CH2:14][C:3]3[C:2]([CH3:1])=[C:7]([O:8][CH2:9][C:10]([F:13])([F:11])[F:12])[CH:6]=[CH:5][N:4]=3)=[O:16])(=[O:59])=[O:58])=[C:53]([CH:61]([CH3:62])[CH3:63])[CH:52]=2)(=[O:38])=[O:39])[CH:34]=[CH:35][CH:36]=1)([O-:30])=[O:29]. The yield is 0.800.